From a dataset of Forward reaction prediction with 1.9M reactions from USPTO patents (1976-2016). Predict the product of the given reaction. (1) Given the reactants [C:1]([C:3]1[C:4]([C:20]([F:23])([F:22])[F:21])=[C:5]2[C:9](=[CH:10][CH:11]=1)[N:8]([CH2:12][C:13](=[NH:16])[NH:14][OH:15])[C:7]([CH2:17][CH2:18][CH3:19])=[CH:6]2)#[N:2].[F:24][C:25]([F:36])([F:35])[C:26]1[CH:27]=[C:28]([CH:32]=[CH:33][CH:34]=1)[C:29](Cl)=O.C(N(CC)C(C)C)(C)C, predict the reaction product. The product is: [CH2:17]([C:7]1[N:8]([CH2:12][C:13]2[N:16]=[C:29]([C:28]3[CH:32]=[CH:33][CH:34]=[C:26]([C:25]([F:24])([F:35])[F:36])[CH:27]=3)[O:15][N:14]=2)[C:9]2[C:5]([CH:6]=1)=[C:4]([C:20]([F:22])([F:23])[F:21])[C:3]([C:1]#[N:2])=[CH:11][CH:10]=2)[CH2:18][CH3:19]. (2) The product is: [Cl:1][C:2]1[C:3]([CH:8]([N:13]2[CH2:18][CH2:17][N:16]([CH3:19])[CH2:15][CH2:14]2)[C:9]([NH:21][NH2:22])=[O:10])=[N:4][CH:5]=[CH:6][CH:7]=1. Given the reactants [Cl:1][C:2]1[C:3]([CH:8]([N:13]2[CH2:18][CH2:17][N:16]([CH3:19])[CH2:15][CH2:14]2)[C:9](OC)=[O:10])=[N:4][CH:5]=[CH:6][CH:7]=1.O.[NH2:21][NH2:22], predict the reaction product. (3) Given the reactants [Br:1]Br.[Cl:3][C:4]1[CH:9]=[CH:8][C:7]([CH2:10][CH2:11][C:12]2[CH:13]=[C:14]([C:17]([OH:19])=[O:18])[NH:15][CH:16]=2)=[CH:6][CH:5]=1.O, predict the reaction product. The product is: [Br:1][C:16]1[NH:15][C:14]([C:17]([OH:19])=[O:18])=[CH:13][C:12]=1[CH2:11][CH2:10][C:7]1[CH:6]=[CH:5][C:4]([Cl:3])=[CH:9][CH:8]=1. (4) Given the reactants [NH2:1][C:2]1[S:6][N:5]=[C:4]([CH3:7])[C:3]=1[C:8]([NH:10][C:11]1[CH:16]=[CH:15][CH:14]=[CH:13][C:12]=1[CH2:17][CH3:18])=[O:9].Cl[C:20]1[CH:29]=[N:28][C:27]2[C:22](=[C:23]([CH3:30])[CH:24]=[CH:25][CH:26]=2)[N:21]=1.C(=O)([O-])[O-].[Cs+].[Cs+].CC1(C)C2C(=C(P(C3C=CC=CC=3)C3C=CC=CC=3)C=CC=2)OC2C(P(C3C=CC=CC=3)C3C=CC=CC=3)=CC=CC1=2, predict the reaction product. The product is: [CH2:17]([C:12]1[CH:13]=[CH:14][CH:15]=[CH:16][C:11]=1[NH:10][C:8]([C:3]1[C:4]([CH3:7])=[N:5][S:6][C:2]=1[NH:1][C:20]1[CH:29]=[N:28][C:27]2[C:22](=[C:23]([CH3:30])[CH:24]=[CH:25][CH:26]=2)[N:21]=1)=[O:9])[CH3:18].